This data is from Blood-brain barrier permeability classification from the B3DB database. The task is: Regression/Classification. Given a drug SMILES string, predict its absorption, distribution, metabolism, or excretion properties. Task type varies by dataset: regression for continuous measurements (e.g., permeability, clearance, half-life) or binary classification for categorical outcomes (e.g., BBB penetration, CYP inhibition). Dataset: b3db_classification. (1) The drug is O=C(Cc1cccs1)NC1C(=O)N2C(C(=O)O)=C(CSc3ncn[nH]3)CS[C@@H]12. The result is 0 (does not penetrate BBB). (2) The drug is CN1CC[C@@]2(C)c3cc(OC(=O)N4CCc5ccccc5C4)ccc3N(C)[C@@H]12. The result is 1 (penetrates BBB). (3) The molecule is CN(Cc1nc(-c2ccccc2)no1)C(=O)CN(c1ccc(Cl)cc1)S(C)(=O)=O. The result is 0 (does not penetrate BBB). (4) The molecule is CC1(C)S[C@@H]2[C@H](NC(=O)[C@H](N)c3ccccc3)C(=O)N2[C@H]1C(=O)O[C@H]1OC(=O)c2ccccc21. The result is 0 (does not penetrate BBB). (5) The compound is c1ccc2c(c1)CCN1CCNC[C@H]21. The result is 1 (penetrates BBB). (6) The compound is Cc1c2cc[n+](C)cc2c(C)c2c1[nH]c1ccc(O)cc12. The result is 0 (does not penetrate BBB). (7) The result is 0 (does not penetrate BBB). The molecule is CCCC[N+]1(C)[C@@H]2CC(OC(=O)[C@@H](CO)c3ccccc3)C[C@@H]1[C@H]1O[C@H]12. (8) The compound is CNC(C)C(O)c1ccc(O)cc1. The result is 0 (does not penetrate BBB).